From a dataset of Full USPTO retrosynthesis dataset with 1.9M reactions from patents (1976-2016). Predict the reactants needed to synthesize the given product. (1) Given the product [NH2:2][C@:3]12[CH2:38][CH2:37][C@@H:36]([C:39]3([CH3:42])[CH2:40][CH2:41]3)[C@@H:4]1[C@@H:5]1[C@@:18]([CH3:21])([CH2:19][CH2:20]2)[C@@:17]2([CH3:22])[C@@H:8]([C@:9]3([CH3:35])[C@@H:14]([CH2:15][CH2:16]2)[C:13]([CH3:23])([CH3:24])[C:12]([C:25]2[CH:26]=[CH:27][C:28]([C:29]([OH:31])=[O:30])=[CH:33][CH:34]=2)=[CH:11][CH2:10]3)[CH2:7][CH2:6]1, predict the reactants needed to synthesize it. The reactants are: Cl.[NH2:2][C@:3]12[CH2:38][CH2:37][C@@H:36]([C:39]3([CH3:42])[CH2:41][CH2:40]3)[C@@H:4]1[C@@H:5]1[C@@:18]([CH3:21])([CH2:19][CH2:20]2)[C@@:17]2([CH3:22])[C@@H:8]([C@:9]3([CH3:35])[C@@H:14]([CH2:15][CH2:16]2)[C:13]([CH3:24])([CH3:23])[C:12]([C:25]2[CH:34]=[CH:33][C:28]([C:29]([O:31]C)=[O:30])=[CH:27][CH:26]=2)=[CH:11][CH2:10]3)[CH2:7][CH2:6]1.O.[OH-].[Li+].CO. (2) Given the product [C:24]([C:23]1[CH:1]([C:3]2[O:11][C:10]3[CH:9]=[CH:8][N:7]=[C:6]([NH:12][C:13](=[O:20])[C:14]4[CH:15]=[CH:16][CH:17]=[CH:18][CH:19]=4)[C:5]=3[CH:4]=2)[C:5]([C:6]#[N:7])=[C:4]([CH3:3])[NH:21][C:22]=1[CH3:26])#[N:25], predict the reactants needed to synthesize it. The reactants are: [CH:1]([C:3]1[O:11][C:10]2[CH:9]=[CH:8][N:7]=[C:6]([NH:12][C:13](=[O:20])[C:14]3[CH:19]=[CH:18][CH:17]=[CH:16][CH:15]=3)[C:5]=2[CH:4]=1)=O.[NH2:21]/[C:22](/[CH3:26])=[CH:23]\[C:24]#[N:25].